From a dataset of Forward reaction prediction with 1.9M reactions from USPTO patents (1976-2016). Predict the product of the given reaction. Given the reactants Cl[CH2:2][C:3]([N:5]1[CH2:10][C@H:9]([CH3:11])[N:8]([CH2:12][C:13]2[CH:18]=[CH:17][C:16]([F:19])=[CH:15][CH:14]=2)[CH2:7][C@H:6]1[CH3:20])=[O:4].[Cl:21][C:22]1[CH:23]=[CH:24][C:25]([OH:32])=[C:26]([S:28]([NH2:31])(=[O:30])=[O:29])[CH:27]=1.C(=O)([O-])[O-].[K+].[K+].[I-].[K+], predict the reaction product. The product is: [Cl:21][C:22]1[CH:23]=[CH:24][C:25]([O:32][CH2:2][C:3]([N:5]2[CH2:10][C@H:9]([CH3:11])[N:8]([CH2:12][C:13]3[CH:18]=[CH:17][C:16]([F:19])=[CH:15][CH:14]=3)[CH2:7][C@H:6]2[CH3:20])=[O:4])=[C:26]([S:28]([NH2:31])(=[O:30])=[O:29])[CH:27]=1.